The task is: Regression/Classification. Given a drug SMILES string, predict its absorption, distribution, metabolism, or excretion properties. Task type varies by dataset: regression for continuous measurements (e.g., permeability, clearance, half-life) or binary classification for categorical outcomes (e.g., BBB penetration, CYP inhibition). Dataset: hlm.. This data is from Human liver microsome stability data. (1) The compound is CCc1nc2cc(Cl)ccn2c1C(=O)NCc1ccc(N2CCN(c3ccc(OC(F)(F)F)cc3)CC2)cc1. The result is 0 (unstable in human liver microsomes). (2) The molecule is Cc1cn(-c2cc(NC(=O)c3ccc(C)c(Nc4nccc(-c5cccnc5)n4)c3)cc(C(F)(F)F)c2)cn1. The result is 1 (stable in human liver microsomes).